Predict the product of the given reaction. From a dataset of Forward reaction prediction with 1.9M reactions from USPTO patents (1976-2016). Given the reactants [CH:1]1([C:4]2([CH3:10])[CH2:8][O:7][C:6](=[O:9])[NH:5]2)[CH2:3][CH2:2]1.[H-].[Na+].[F:13][C:14]1[N:19]=[C:18](F)[CH:17]=[CH:16][N:15]=1, predict the reaction product. The product is: [CH:1]1([C:4]2([CH3:10])[CH2:8][O:7][C:6](=[O:9])[N:5]2[C:16]2[CH:17]=[CH:18][N:19]=[C:14]([F:13])[N:15]=2)[CH2:3][CH2:2]1.